This data is from Catalyst prediction with 721,799 reactions and 888 catalyst types from USPTO. The task is: Predict which catalyst facilitates the given reaction. (1) Reactant: [NH2:1][C:2]1[CH:7]=[C:6]([Cl:8])[C:5]([C:9]2[CH:14]=[CH:13][C:12]([N:15]([CH3:17])[CH3:16])=[CH:11][CH:10]=2)=[CH:4][C:3]=1[C:18]([O:20]C)=O.[CH3:22][C:23]1[CH:27]=[CH:26][N:25]([CH2:28][C:29](OCC)=[O:30])[N:24]=1.C[Si]([N-][Si](C)(C)C)(C)C.[K+]. Product: [Cl:8][C:6]1[CH:7]=[C:2]2[C:3]([C:18]([OH:20])=[C:28]([N:25]3[CH:26]=[CH:27][C:23]([CH3:22])=[N:24]3)[C:29](=[O:30])[NH:1]2)=[CH:4][C:5]=1[C:9]1[CH:10]=[CH:11][C:12]([N:15]([CH3:16])[CH3:17])=[CH:13][CH:14]=1. The catalyst class is: 1. (2) Reactant: Br[C:2]1[C:3](=[O:13])[C:4]2[C:9]([C:10](=[O:12])[CH:11]=1)=[CH:8][CH:7]=[CH:6][CH:5]=2.[CH:14]1([NH2:19])[CH2:18][CH2:17][CH2:16][CH2:15]1. Product: [CH:14]1([NH:19][C:2]2[C:3](=[O:13])[C:4]3[C:9]([C:10](=[O:12])[CH:11]=2)=[CH:8][CH:7]=[CH:6][CH:5]=3)[CH2:18][CH2:17][CH2:16][CH2:15]1. The catalyst class is: 14. (3) Reactant: [Cl:1][C:2]1[CH:10]=[C:9]2[C:5](/[C:6](=[CH:12]/[C:13]3[CH:18]=[C:17]([Cl:19])[CH:16]=[CH:15][C:14]=3[O:20][CH:21]([CH3:23])[CH3:22])/[C:7](=[O:11])[NH:8]2)=[CH:4][CH:3]=1.[C:24]([O:28][C:29](O[C:29]([O:28][C:24]([CH3:27])([CH3:26])[CH3:25])=[O:30])=[O:30])([CH3:27])([CH3:26])[CH3:25]. Product: [C:24]([O:28][C:29]([N:8]1[C:9]2[C:5](=[CH:4][CH:3]=[C:2]([Cl:1])[CH:10]=2)/[C:6](=[CH:12]/[C:13]2[CH:18]=[C:17]([Cl:19])[CH:16]=[CH:15][C:14]=2[O:20][CH:21]([CH3:23])[CH3:22])/[C:7]1=[O:11])=[O:30])([CH3:27])([CH3:26])[CH3:25]. The catalyst class is: 112. (4) Reactant: Cl[C:2]1[CH:3]=[C:4]2[C:10]([C:11]3[N:16]=[C:15]([NH:17][C@@H:18]([C:20]([NH:22][CH2:23][C:24]([F:27])([F:26])[F:25])=[O:21])[CH3:19])[CH:14]=[N:13][CH:12]=3)=[CH:9][N:8]([S:28]([C:31]3[CH:36]=[CH:35][C:34]([CH3:37])=[CH:33][CH:32]=3)(=[O:30])=[O:29])[C:5]2=[N:6][CH:7]=1.[CH:38]1(B2OC(C)(C)C(C)(C)O2)[CH2:40][CH2:39]1.CC(C1C=C(C(C)C)C(C2C=CC=CC=2P(C2CCCCC2)C2CCCCC2)=C(C(C)C)C=1)C.[O-]P([O-])([O-])=O.[K+].[K+].[K+]. Product: [CH:38]1([C:2]2[CH:3]=[C:4]3[C:10]([C:11]4[N:16]=[C:15]([NH:17][C@@H:18]([C:20]([NH:22][CH2:23][C:24]([F:27])([F:25])[F:26])=[O:21])[CH3:19])[CH:14]=[N:13][CH:12]=4)=[CH:9][N:8]([S:28]([C:31]4[CH:32]=[CH:33][C:34]([CH3:37])=[CH:35][CH:36]=4)(=[O:29])=[O:30])[C:5]3=[N:6][CH:7]=2)[CH2:40][CH2:39]1. The catalyst class is: 167. (5) Reactant: [NH2:1][CH:2]1[CH2:7][CH2:6][CH:5]([NH:8][C:9](=[O:15])[O:10][C:11]([CH3:14])([CH3:13])[CH3:12])[CH2:4][CH2:3]1.[N+:16]([C:19]1[CH:20]=[C:21]([CH:24]=[CH:25][CH:26]=1)[CH:22]=O)([O-:18])=[O:17].[BH-](OC(C)=O)(OC(C)=O)OC(C)=O.[Na+]. Product: [N+:16]([C:19]1[CH:20]=[C:21]([CH:24]=[CH:25][CH:26]=1)[CH2:22][NH:1][CH:2]1[CH2:7][CH2:6][CH:5]([NH:8][C:9](=[O:15])[O:10][C:11]([CH3:12])([CH3:14])[CH3:13])[CH2:4][CH2:3]1)([O-:18])=[O:17]. The catalyst class is: 5. (6) Reactant: Br[C:2]1[CH:3]=[N:4][CH:5]=[C:6]([F:10])[C:7]=1[CH:8]=[O:9].C([Sn](CCCC)(CCCC)[C:16]1[N:17]=[CH:18][N:19]([C:21]([C:34]2[CH:39]=[CH:38][CH:37]=[CH:36][CH:35]=2)([C:28]2[CH:33]=[CH:32][CH:31]=[CH:30][CH:29]=2)[C:22]2[CH:27]=[CH:26][CH:25]=[CH:24][CH:23]=2)[CH:20]=1)CCC. Product: [F:10][C:6]1[CH:5]=[N:4][CH:3]=[C:2]([C:16]2[N:17]=[CH:18][N:19]([C:21]([C:22]3[CH:27]=[CH:26][CH:25]=[CH:24][CH:23]=3)([C:34]3[CH:35]=[CH:36][CH:37]=[CH:38][CH:39]=3)[C:28]3[CH:29]=[CH:30][CH:31]=[CH:32][CH:33]=3)[CH:20]=2)[C:7]=1[CH:8]=[O:9]. The catalyst class is: 47. (7) Reactant: [Br:1]N1C(=O)CCC1=O.[CH3:9][C@H:10]([O:13][C:14]1[N:22]=[C:21]2[C:17]([N:18]=[CH:19][N:20]2[CH:23]2[CH2:28][CH2:27][CH2:26][CH2:25][O:24]2)=[C:16]([NH2:29])[N:15]=1)[CH2:11][CH3:12]. Product: [Br:1][C:19]1[N:20]([CH:23]2[CH2:28][CH2:27][CH2:26][CH2:25][O:24]2)[C:21]2[C:17]([N:18]=1)=[C:16]([NH2:29])[N:15]=[C:14]([O:13][C@@H:10]([CH3:9])[CH2:11][CH3:12])[N:22]=2. The catalyst class is: 22. (8) Reactant: [CH3:1][S:2][C:3]1[CH:8]=[CH:7][C:6]([NH2:9])=[CH:5][CH:4]=1.[C:10](O[C:10]([O:12][C:13]([CH3:16])([CH3:15])[CH3:14])=[O:11])([O:12][C:13]([CH3:16])([CH3:15])[CH3:14])=[O:11]. Product: [C:13]([O:12][C:10](=[O:11])[NH:9][C:6]1[CH:7]=[CH:8][C:3]([S:2][CH3:1])=[CH:4][CH:5]=1)([CH3:16])([CH3:15])[CH3:14]. The catalyst class is: 49. (9) Reactant: C[N:2](C)[C:3](=[N:5][C:6](=O)[C:7]1[CH:12]=[C:11]([CH2:13][CH3:14])[C:10]([O:15][CH3:16])=[N:9][C:8]=1[CH3:17])[CH3:4].[CH3:20][NH:21]N. Product: [CH3:20][N:21]1[C:6]([C:7]2[C:8]([CH3:17])=[N:9][C:10]([O:15][CH3:16])=[C:11]([CH2:13][CH3:14])[CH:12]=2)=[N:5][C:3]([CH3:4])=[N:2]1. The catalyst class is: 15. (10) Reactant: [Br:1][C:2]1[CH:13]=[N:12][C:5]2=[N:6][C:7](Cl)=[C:8]([Cl:10])[N:9]=[C:4]2[CH:3]=1.[CH3:14][N:15]1[CH2:20][CH2:19][NH:18][CH2:17][CH2:16]1.[NH4+].[Cl-]. Product: [Br:1][C:2]1[CH:13]=[N:12][C:5]2=[N:6][C:7]([N:18]3[CH2:19][CH2:20][N:15]([CH3:14])[CH2:16][CH2:17]3)=[C:8]([Cl:10])[N:9]=[C:4]2[CH:3]=1. The catalyst class is: 2.